This data is from Reaction yield outcomes from USPTO patents with 853,638 reactions. The task is: Predict the reaction yield, written as a fraction of the theoretical maximum amount of product (1.0 means a 100% yield; for example, 0.34 means a 34% yield). (1) The reactants are [Cl:1][C:2]1[N:7]=[CH:6][C:5]([C:8]2[CH:9]=[CH:10][C:11]3[N:12]([C:14](C4C=CC=C(F)C=4)=[C:15]([NH:17][C:18](=[O:20])[CH3:19])[N:16]=3)[N:13]=2)=[CH:4][C:3]=1[NH:28][S:29]([CH3:32])(=[O:31])=[O:30].ClC1N=CC(C2C=CC3N(C(I)=C(NC(=O)C)N=3)N=2)=CC=1NS(C)(=O)=O.[F:59][C:60]1[CH:65]=[CH:64][C:63](B(O)O)=[CH:62][C:61]=1[C:69]([N:71]1[CH2:76][CH2:75][O:74][CH2:73][CH2:72]1)=[O:70]. No catalyst specified. The product is [Cl:1][C:2]1[N:7]=[CH:6][C:5]([C:8]2[CH:9]=[CH:10][C:11]3[N:12]([C:14]([C:63]4[CH:64]=[CH:65][C:60]([F:59])=[C:61]([C:69]([N:71]5[CH2:76][CH2:75][O:74][CH2:73][CH2:72]5)=[O:70])[CH:62]=4)=[C:15]([NH:17][C:18](=[O:20])[CH3:19])[N:16]=3)[N:13]=2)=[CH:4][C:3]=1[NH:28][S:29]([CH3:32])(=[O:30])=[O:31]. The yield is 0.640. (2) The reactants are N[C:2]1[CH:7]=[CH:6][C:5]([NH:8][C:9]2[C:18]3[C:17](=[O:19])[NH:16][CH:15]=[N:14][C:13]=3[N:12]([CH3:20])[C:11](=[O:21])[C:10]=2[CH3:22])=[C:4]([F:23])[CH:3]=1.Cl.N([O-])=O.[Na+].[I-:29].[K+]. The catalyst is C(O)(=O)C.O.II. The product is [F:23][C:4]1[CH:3]=[C:2]([I:29])[CH:7]=[CH:6][C:5]=1[NH:8][C:9]1[C:18]2[C:17](=[O:19])[NH:16][CH:15]=[N:14][C:13]=2[N:12]([CH3:20])[C:11](=[O:21])[C:10]=1[CH3:22]. The yield is 0.510. (3) The product is [Br:31][C:7]1[C:8]2[C:13](=[CH:12][C:11]([S:14]([Cl:17])(=[O:15])=[O:16])=[CH:10][CH:9]=2)[N:5]([Si:4]([CH:1]([CH3:3])[CH3:2])([CH:18]([CH3:20])[CH3:19])[CH:21]([CH3:23])[CH3:22])[CH:6]=1. The reactants are [CH:1]([Si:4]([CH:21]([CH3:23])[CH3:22])([CH:18]([CH3:20])[CH3:19])[N:5]1[C:13]2[C:8](=[CH:9][CH:10]=[C:11]([S:14]([Cl:17])(=[O:16])=[O:15])[CH:12]=2)[CH:7]=[CH:6]1)([CH3:3])[CH3:2].C1C(=O)N([Br:31])C(=O)C1. The catalyst is C(Cl)Cl. The yield is 0.748.